Task: Regression. Given two drug SMILES strings and cell line genomic features, predict the synergy score measuring deviation from expected non-interaction effect.. Dataset: NCI-60 drug combinations with 297,098 pairs across 59 cell lines (1) Drug 1: CCCCCOC(=O)NC1=NC(=O)N(C=C1F)C2C(C(C(O2)C)O)O. Drug 2: C1CN(P(=O)(OC1)NCCCl)CCCl. Cell line: A498. Synergy scores: CSS=2.94, Synergy_ZIP=-0.214, Synergy_Bliss=2.69, Synergy_Loewe=-1.60, Synergy_HSA=-1.49. (2) Synergy scores: CSS=32.7, Synergy_ZIP=3.07, Synergy_Bliss=7.17, Synergy_Loewe=-6.42, Synergy_HSA=6.89. Drug 1: CCC1=CC2CC(C3=C(CN(C2)C1)C4=CC=CC=C4N3)(C5=C(C=C6C(=C5)C78CCN9C7C(C=CC9)(C(C(C8N6C)(C(=O)OC)O)OC(=O)C)CC)OC)C(=O)OC.C(C(C(=O)O)O)(C(=O)O)O. Cell line: SK-MEL-5. Drug 2: CC12CCC3C(C1CCC2O)C(CC4=C3C=CC(=C4)O)CCCCCCCCCS(=O)CCCC(C(F)(F)F)(F)F.